Dataset: Peptide-MHC class II binding affinity with 134,281 pairs from IEDB. Task: Regression. Given a peptide amino acid sequence and an MHC pseudo amino acid sequence, predict their binding affinity value. This is MHC class II binding data. (1) The peptide sequence is ISRRDQRGSGQVVTY. The MHC is DRB1_0404 with pseudo-sequence DRB1_0404. The binding affinity (normalized) is 0.434. (2) The peptide sequence is PTVDIEEAPEMPALY. The MHC is DRB1_0801 with pseudo-sequence DRB1_0801. The binding affinity (normalized) is 0. (3) The peptide sequence is RYANPIAFFRKEPLK. The MHC is DRB1_0802 with pseudo-sequence DRB1_0802. The binding affinity (normalized) is 0.567. (4) The peptide sequence is LQSLWANFYELLADA. The MHC is HLA-DQA10301-DQB10302 with pseudo-sequence HLA-DQA10301-DQB10302. The binding affinity (normalized) is 0.344. (5) The peptide sequence is TITVYAVTDGRNGRL. The MHC is DRB1_0301 with pseudo-sequence DRB1_0301. The binding affinity (normalized) is 0.642.